This data is from Catalyst prediction with 721,799 reactions and 888 catalyst types from USPTO. The task is: Predict which catalyst facilitates the given reaction. (1) Reactant: [Br:1][C:2]1[CH:3]=[C:4]([CH:9]=[C:10]([C:12]([N:14]([CH2:18][CH2:19][CH3:20])[CH2:15][CH2:16][CH3:17])=[O:13])[CH:11]=1)[C:5]([O:7]C)=[O:6].O.[OH-].[Li+]. Product: [Br:1][C:2]1[CH:3]=[C:4]([CH:9]=[C:10]([C:12]([N:14]([CH2:18][CH2:19][CH3:20])[CH2:15][CH2:16][CH3:17])=[O:13])[CH:11]=1)[C:5]([OH:7])=[O:6]. The catalyst class is: 278. (2) The catalyst class is: 10. Product: [CH3:14][N:15]([CH3:17])[CH:16]=[CH:2][C:1]([C:4]1[C:5]([CH3:13])=[C:6]([C:11]#[N:12])[S:7][C:8]=1[S:9][CH3:10])=[O:3]. Reactant: [C:1]([C:4]1[C:5]([CH3:13])=[C:6]([C:11]#[N:12])[S:7][C:8]=1[S:9][CH3:10])(=[O:3])[CH3:2].[CH3:14][N:15]([CH:17](OC)OC)[CH3:16].